From a dataset of Full USPTO retrosynthesis dataset with 1.9M reactions from patents (1976-2016). Predict the reactants needed to synthesize the given product. (1) The reactants are: C([C@H]1NC[CH2:6][N:5]([CH2:9][C:10]2[CH:15]=[CH:14][C:13]([F:16])=[CH:12][CH:11]=2)[CH2:4]1)C.CCN=C=N[CH2:22][CH2:23][CH2:24][N:25]([CH3:27])[CH3:26].C1C=CC2N([OH:37])N=NC=2C=1.[Cl:38][C:39]1[CH:44]=[CH:43][C:42]([C:45](=C)[C:46](O)=O)=[C:41]([NH:50][C:51]([NH2:53])=[O:52])[CH:40]=1. Given the product [Cl:38][C:39]1[CH:44]=[CH:43][C:42](/[CH:45]=[CH:46]/[C:27]([N:25]2[CH2:26][CH2:4][N:5]([CH2:9][C:10]3[CH:11]=[CH:12][C:13]([F:16])=[CH:14][CH:15]=3)[CH2:6][C@H:24]2[CH2:23][CH3:22])=[O:37])=[C:41]([NH:50][C:51]([NH2:53])=[O:52])[CH:40]=1, predict the reactants needed to synthesize it. (2) Given the product [CH3:1][C:2]1[C:10]2[C:5](=[CH:6][CH:7]=[C:8]([CH:11]3[C:15]([C:16]#[N:17])=[C:14]([CH:18]([CH3:20])[CH3:19])[NH:13][C:32]4[CH2:31][O:30][C:28](=[O:29])[C:27]3=4)[CH:9]=2)[NH:4][N:3]=1, predict the reactants needed to synthesize it. The reactants are: [CH3:1][C:2]1[C:10]2[C:5](=[CH:6][CH:7]=[C:8]([CH:11]=O)[CH:9]=2)[NH:4][N:3]=1.[NH2:13][C:14]([CH:18]([CH3:20])[CH3:19])=[CH:15][C:16]#[N:17].[C:28]([O:30][CH2:31][C:32](=O)[CH2:27][C:28]([O:30][CH2:31][CH3:32])=[O:29])(=[O:29])[CH3:27].Cl. (3) Given the product [CH2:38]([N:23]1[CH2:22][CH:21]([C:12]2[CH:13]=[C:14]([C:17]([F:20])([F:18])[F:19])[CH:15]=[CH:16][C:11]=2[C:5]2[CH:6]=[C:7]([CH:8]([CH3:9])[CH3:10])[C:2]([F:1])=[CH:3][C:4]=2[O:36][CH3:37])[N:25]([CH2:26][C:27]2[CH:28]=[CH:29][C:30]([O:33][CH3:34])=[CH:31][CH:32]=2)[C:24]1=[O:35])[C:39]1[CH:44]=[CH:43][CH:42]=[CH:41][CH:40]=1, predict the reactants needed to synthesize it. The reactants are: [F:1][C:2]1[C:7]([CH:8]([CH3:10])[CH3:9])=[CH:6][C:5]([C:11]2[CH:16]=[CH:15][C:14]([C:17]([F:20])([F:19])[F:18])=[CH:13][C:12]=2[CH:21]2[N:25]([CH2:26][C:27]3[CH:32]=[CH:31][C:30]([O:33][CH3:34])=[CH:29][CH:28]=3)[C:24](=[O:35])[NH:23][CH2:22]2)=[C:4]([O:36][CH3:37])[CH:3]=1.[CH2:38](Br)[C:39]1[CH:44]=[CH:43][CH:42]=[CH:41][CH:40]=1. (4) Given the product [Cl:1][C:2]1[C:3]([C:18]2[S:22][C:21]([CH2:23][C:24]([OH:26])=[O:25])=[CH:20][CH:19]=2)=[N:4][C:5]2[C:10]([C:11]=1[C:12]1[CH:13]=[CH:14][CH:15]=[CH:16][CH:17]=1)=[CH:9][CH:8]=[CH:7][CH:6]=2, predict the reactants needed to synthesize it. The reactants are: [Cl:1][C:2]1[C:3]([C:18]2[S:22][C:21]([CH2:23][C:24]([O:26]C)=[O:25])=[CH:20][CH:19]=2)=[N:4][C:5]2[C:10]([C:11]=1[C:12]1[CH:17]=[CH:16][CH:15]=[CH:14][CH:13]=1)=[CH:9][CH:8]=[CH:7][CH:6]=2. (5) The reactants are: Cl[C:2]1[N:7]=[C:6]([N:8]([CH:17]2[CH2:21][CH2:20][CH2:19][CH2:18]2)[C@@H:9]([C:12]2[O:13][CH:14]=[N:15][N:16]=2)[CH2:10][CH3:11])[C:5]([N+:22]([O-:24])=[O:23])=[CH:4][N:3]=1.[CH3:25][O:26][C:27]1[CH:32]=[C:31]([C:33]([O:35][CH3:36])=[O:34])[CH:30]=[CH:29][C:28]=1[NH2:37].CCN(C(C)C)C(C)C. Given the product [O:13]1[CH:14]=[N:15][N:16]=[C:12]1[C@H:9]([N:8]([CH:17]1[CH2:21][CH2:20][CH2:19][CH2:18]1)[C:6]1[C:5]([N+:22]([O-:24])=[O:23])=[CH:4][N:3]=[C:2]([NH:37][C:28]2[CH:29]=[CH:30][C:31]([C:33]([O:35][CH3:36])=[O:34])=[CH:32][C:27]=2[O:26][CH3:25])[N:7]=1)[CH2:10][CH3:11], predict the reactants needed to synthesize it. (6) Given the product [CH2:53]([NH:49][C:23]([C:21]1[NH:20][C:14]2[C:15](=[O:19])[N:16]([CH3:18])[CH:17]=[C:12]([C:10]3[CH:11]=[C:6]([S:3]([CH2:1][CH3:2])(=[O:4])=[O:5])[CH:7]=[CH:8][C:9]=3[O:26][C:27]3[C:32](/[CH:33]=[CH:34]\[C:35]4[CH:40]=[CH:39][CH:38]=[CH:37][CH:36]=4)=[CH:31][CH:30]=[CH:29][C:28]=3[CH3:41])[C:13]=2[CH:22]=1)=[O:25])[CH3:52].[CH2:66]([NH:68][C:23]([C:21]1[NH:20][C:14]2[C:15](=[O:19])[N:16]([CH3:18])[CH:17]=[C:12]([C:10]3[CH:11]=[C:6]([S:3]([CH2:1][CH3:2])(=[O:4])=[O:5])[CH:7]=[CH:8][C:9]=3[O:26][C:27]3[C:32](/[CH:33]=[CH:34]/[C:35]4[CH:40]=[CH:39][CH:38]=[CH:37][CH:36]=4)=[CH:31][CH:30]=[CH:29][C:28]=3[CH3:41])[C:13]=2[CH:22]=1)=[O:24])[CH3:67], predict the reactants needed to synthesize it. The reactants are: [CH2:1]([S:3]([C:6]1[CH:7]=[CH:8][C:9]([O:26][C:27]2[C:32]([CH:33]=[CH:34][C:35]3[CH:40]=[CH:39][CH:38]=[CH:37][CH:36]=3)=[CH:31][CH:30]=[CH:29][C:28]=2[CH3:41])=[C:10]([C:12]2[C:13]3[CH:22]=[C:21]([C:23]([OH:25])=[O:24])[NH:20][C:14]=3[C:15](=[O:19])[N:16]([CH3:18])[CH:17]=2)[CH:11]=1)(=[O:5])=[O:4])[CH3:2].F[P-](F)(F)(F)(F)F.[N:49]1(OC(N(C)C)=[N+](C)C)[C:53]2N=CC=C[C:52]=2N=N1.[CH2:66]([NH2:68])[CH3:67].C(N(C(C)C)CC)(C)C. (7) Given the product [Br:33][C:26]1[CH:27]=[C:28]([C:29]#[N:30])[CH:31]=[CH:32][C:25]=1[NH:24][C:2]1[CH:7]=[C:6]([N:8]([CH:16]2[CH2:18][CH2:17]2)[C:9](=[O:15])[O:10][C:11]([CH3:14])([CH3:13])[CH3:12])[N:5]2[N:19]=[CH:20][C:21]([CH:22]=[O:23])=[C:4]2[N:3]=1, predict the reactants needed to synthesize it. The reactants are: Cl[C:2]1[CH:7]=[C:6]([N:8]([CH:16]2[CH2:18][CH2:17]2)[C:9](=[O:15])[O:10][C:11]([CH3:14])([CH3:13])[CH3:12])[N:5]2[N:19]=[CH:20][C:21]([CH:22]=[O:23])=[C:4]2[N:3]=1.[NH2:24][C:25]1[CH:32]=[CH:31][C:28]([C:29]#[N:30])=[CH:27][C:26]=1[Br:33].CC(C)([O-])C.[Na+].O.